This data is from Reaction yield outcomes from USPTO patents with 853,638 reactions. The task is: Predict the reaction yield, written as a fraction of the theoretical maximum amount of product (1.0 means a 100% yield; for example, 0.34 means a 34% yield). The yield is 0.910. The catalyst is C(#N)C.C1C=CC([P]([Pd]([P](C2C=CC=CC=2)(C2C=CC=CC=2)C2C=CC=CC=2)([P](C2C=CC=CC=2)(C2C=CC=CC=2)C2C=CC=CC=2)[P](C2C=CC=CC=2)(C2C=CC=CC=2)C2C=CC=CC=2)(C2C=CC=CC=2)C2C=CC=CC=2)=CC=1. The reactants are [C:1]([C:4]1[CH:9]=[CH:8][C:7](B(O)O)=[CH:6][CH:5]=1)([OH:3])=[O:2].Br[C:14]1[CH:19]=[CH:18][CH:17]=[CH:16][C:15]=1[C:20](=[O:22])[CH3:21].C(=O)([O-])[O-].[Na+].[Na+]. The product is [C:20]([C:15]1[CH:16]=[CH:17][CH:18]=[CH:19][C:14]=1[C:7]1[CH:8]=[CH:9][C:4]([C:1]([OH:3])=[O:2])=[CH:5][CH:6]=1)(=[O:22])[CH3:21].